Dataset: Forward reaction prediction with 1.9M reactions from USPTO patents (1976-2016). Task: Predict the product of the given reaction. (1) Given the reactants C1C(=O)N(Cl)C(=O)C1.[F:9][C:10]([F:22])([F:21])[O:11][C:12]1[CH:20]=[CH:19][C:15]([CH:16]=[N:17][OH:18])=[CH:14][CH:13]=1.[NH2:23][C:24]1[CH:31]=[CH:30][C:27]([CH:28]=[CH2:29])=[CH:26][CH:25]=1.C(N(CC)CC)C, predict the reaction product. The product is: [F:9][C:10]([F:21])([F:22])[O:11][C:12]1[CH:20]=[CH:19][C:15]([C:16]2[CH2:29][CH:28]([C:27]3[CH:30]=[CH:31][C:24]([NH2:23])=[CH:25][CH:26]=3)[O:18][N:17]=2)=[CH:14][CH:13]=1. (2) Given the reactants [NH:1]1[CH2:4][CH:3]([N:5]2[C:9]3=[N:10][CH:11]=[N:12][C:13]([NH2:14])=[C:8]3[C:7]([C:15]3[CH:20]=[CH:19][C:18]([O:21][C:22]4[CH:27]=[CH:26][CH:25]=[CH:24][CH:23]=4)=[CH:17][CH:16]=3)=[N:6]2)[CH2:2]1.[C:28]([O:32][C:33]([N:35]([CH3:40])[CH2:36][C:37](O)=[O:38])=[O:34])([CH3:31])([CH3:30])[CH3:29].Cl.CN(C)CCCN=C=NCC.CCN(C(C)C)C(C)C.ON1C2N=CC=CC=2N=N1, predict the reaction product. The product is: [NH2:14][C:13]1[N:12]=[CH:11][N:10]=[C:9]2[N:5]([CH:3]3[CH2:2][N:1]([C:37](=[O:38])[CH2:36][N:35]([CH3:40])[C:33](=[O:34])[O:32][C:28]([CH3:30])([CH3:31])[CH3:29])[CH2:4]3)[N:6]=[C:7]([C:15]3[CH:16]=[CH:17][C:18]([O:21][C:22]4[CH:27]=[CH:26][CH:25]=[CH:24][CH:23]=4)=[CH:19][CH:20]=3)[C:8]=12. (3) The product is: [CH3:1][O:2][C:3]1[CH:15]=[C:14]2[C:6]([C:7]3[CH2:8][CH2:9][CH2:10][CH2:11][C:12]=3[N:13]2[CH2:19][C:20]([OH:22])=[O:21])=[CH:5][CH:4]=1. Given the reactants [CH3:1][O:2][C:3]1[CH:15]=[C:14]2[C:6]([C:7]3[CH2:8][CH2:9][CH2:10][CH2:11][C:12]=3[NH:13]2)=[CH:5][CH:4]=1.[H-].[Na+].Br[CH2:19][C:20]([O:22]C)=[O:21].[OH-].[Na+], predict the reaction product. (4) Given the reactants [NH2:1][CH2:2][CH2:3][CH2:4][CH2:5][NH:6][C:7]1[C:16]2[C:11](=[CH:12][CH:13]=[CH:14][CH:15]=2)[N:10]=[CH:9][C:8]=1[C:17]([O:19][CH2:20][CH3:21])=[O:18].[C:22](O[C:22]([O:24][C:25]([CH3:28])([CH3:27])[CH3:26])=[O:23])([O:24][C:25]([CH3:28])([CH3:27])[CH3:26])=[O:23], predict the reaction product. The product is: [CH2:20]([O:19][C:17]([C:8]1[CH:9]=[N:10][C:11]2[C:16]([C:7]=1[NH:6][CH2:5][CH2:4][CH2:3][CH2:2][NH:1][C:22](=[O:23])[O:24][C:25]([CH3:28])([CH3:27])[CH3:26])=[CH:15][CH:14]=[CH:13][CH:12]=2)=[O:18])[CH3:21]. (5) Given the reactants [OH:1][C:2]1[C:3]([CH3:18])=[C:4]2[C:9](=[C:10]([CH3:13])[C:11]=1[CH3:12])[O:8][C:7]([CH3:17])([C:14]([OH:16])=O)[CH2:6][CH2:5]2.C1N=CN(C(N2C=NC=C2)=O)C=1.[NH2:31][CH2:32][CH2:33][CH2:34][CH2:35][CH2:36][CH2:37][OH:38], predict the reaction product. The product is: [OH:1][C:2]1[C:3]([CH3:18])=[C:4]2[C:9](=[C:10]([CH3:13])[C:11]=1[CH3:12])[O:8][C:7]([CH3:17])([C:14]([NH:31][CH2:32][CH2:33][CH2:34][CH2:35][CH2:36][CH2:37][OH:38])=[O:16])[CH2:6][CH2:5]2. (6) Given the reactants [CH2:1]([N:3]([CH2:14][CH3:15])[C:4](=[O:13])[C:5]1[CH:10]=[CH:9][C:8]([I:11])=[C:7]([OH:12])[CH:6]=1)[CH3:2].C([O-])([O-])=O.[K+].[K+].Br[CH2:23][CH:24]1[CH2:26][CH2:25]1, predict the reaction product. The product is: [CH:24]1([CH2:23][O:12][C:7]2[CH:6]=[C:5]([CH:10]=[CH:9][C:8]=2[I:11])[C:4]([N:3]([CH2:1][CH3:2])[CH2:14][CH3:15])=[O:13])[CH2:26][CH2:25]1.